Dataset: Reaction yield outcomes from USPTO patents with 853,638 reactions. Task: Predict the reaction yield, written as a fraction of the theoretical maximum amount of product (1.0 means a 100% yield; for example, 0.34 means a 34% yield). (1) The reactants are [O:1]1[CH2:5][CH2:4][O:3][CH:2]1[C:6]1[CH:7]=[C:8]([NH:12][CH:13]=[C:14]([C:20]([O:22]CC)=O)[C:15]([O:17][CH2:18][CH3:19])=[O:16])[CH:9]=[CH:10][CH:11]=1.C1(OC2C=CC=CC=2)C=CC=CC=1. The catalyst is CCO. The product is [O:3]1[CH2:4][CH2:5][O:1][CH:2]1[C:6]1[CH:7]=[C:8]2[C:9]([C:20](=[O:22])[C:14]([C:15]([O:17][CH2:18][CH3:19])=[O:16])=[CH:13][NH:12]2)=[CH:10][CH:11]=1. The yield is 0.840. (2) The reactants are [CH2:1]([N:8]1[CH2:13][CH:12]2[CH:10]([CH:11]2[CH:14]=[N:15]O)[CH2:9]1)[C:2]1[CH:7]=[CH:6][CH:5]=[CH:4][CH:3]=1.[H-].[H-].[H-].[H-].[Li+].[Al+3]. The catalyst is C1COCC1. The product is [CH2:1]([N:8]1[CH2:13][CH:12]2[CH:10]([CH:11]2[CH2:14][NH2:15])[CH2:9]1)[C:2]1[CH:3]=[CH:4][CH:5]=[CH:6][CH:7]=1. The yield is 0.930. (3) The reactants are [H-].[Na+].[CH:3]1([S:6]([NH2:9])(=[O:8])=[O:7])[CH2:5][CH2:4]1.[CH2:10]([C:12]1[N:16]([C:17]2[CH:18]=[C:19]([CH:23]3[C:32]([CH3:34])([CH3:33])[CH2:31][C:30]4[C:25](=[CH:26][CH:27]=[C:28]([C:35](O)=[O:36])[CH:29]=4)[NH:24]3)[CH:20]=[CH:21][CH:22]=2)[N:15]=[N:14][N:13]=1)[CH3:11].C(N1C=CN=C1)(N1C=CN=C1)=O. The catalyst is CN(C)C=O. The product is [CH2:10]([C:12]1[N:16]([C:17]2[CH:18]=[C:19]([CH:23]3[C:32]([CH3:33])([CH3:34])[CH2:31][C:30]4[C:25](=[CH:26][CH:27]=[C:28]([C:35]([NH:9][S:6]([CH:3]5[CH2:5][CH2:4]5)(=[O:8])=[O:7])=[O:36])[CH:29]=4)[NH:24]3)[CH:20]=[CH:21][CH:22]=2)[N:15]=[N:14][N:13]=1)[CH3:11]. The yield is 0.400. (4) The reactants are [Cl:1][C:2]1[C:3]([O:12][C:13]2[CH:18]=[CH:17][CH:16]=[CH:15][CH:14]=2)=[CH:4][C:5]([N+:9]([O-])=O)=[C:6]([NH2:8])[CH:7]=1.[CH3:19]OC(OC)OC.S(S([O-])=O)([O-])=O.[Na+].[Na+].C(=O)(O)[O-].[Na+]. The catalyst is CN(C=O)C.C(O)(=O)C. The product is [Cl:1][C:2]1[C:3]([O:12][C:13]2[CH:18]=[CH:17][CH:16]=[CH:15][CH:14]=2)=[CH:4][C:5]2[N:9]=[CH:19][NH:8][C:6]=2[CH:7]=1. The yield is 0.760. (5) The reactants are [C:1]([C:3]1[N:8]=[C:7]([C:9]2[CH:14]=[CH:13][CH:12]=[C:11]([C:15]([OH:17])=[O:16])[N:10]=2)[CH:6]=[CH:5][CH:4]=1)#[N:2].[CH3:18][Si:19]([CH:22](O)[CH3:23])([CH3:21])[CH3:20].C1CCC(N=C=NC2CCCCC2)CC1. The catalyst is CN(C1C=CN=CC=1)C.C(Cl)Cl. The product is [C:1]([C:3]1[N:8]=[C:7]([C:9]2[CH:14]=[CH:13][CH:12]=[C:11]([C:15]([O:17][CH2:23][CH2:22][Si:19]([CH3:21])([CH3:20])[CH3:18])=[O:16])[N:10]=2)[CH:6]=[CH:5][CH:4]=1)#[N:2]. The yield is 0.760. (6) The reactants are [Cl:1][C:2]1[CH2:6][CH:5](C#N)[N:4]([C:9]2[CH:10]=[N:11][CH:12]=[CH:13][CH:14]=2)[N:3]=1.N12CCCN=C1CCCCC2. The catalyst is CN(C)C=O. The product is [Cl:1][C:2]1[CH:6]=[CH:5][N:4]([C:9]2[CH:10]=[N:11][CH:12]=[CH:13][CH:14]=2)[N:3]=1. The yield is 0.930. (7) The reactants are [F:1][C:2]1[CH:42]=[CH:41][C:5]([CH2:6][O:7][CH2:8][C:9]([NH:11][CH2:12][CH2:13][CH2:14][C:15]2[CH:20]=[CH:19][C:18]([S:21]([NH:24][C:25]3[CH:30]=[CH:29][C:28]([NH:31]C(=O)OC(C)(C)C)=[C:27]([O:39][CH3:40])[CH:26]=3)(=[O:23])=[O:22])=[CH:17][CH:16]=2)=[O:10])=[CH:4][CH:3]=1.FC(F)(F)C(O)=O. The catalyst is C(Cl)Cl. The product is [NH2:31][C:28]1[CH:29]=[CH:30][C:25]([NH:24][S:21]([C:18]2[CH:19]=[CH:20][C:15]([CH2:14][CH2:13][CH2:12][NH:11][C:9](=[O:10])[CH2:8][O:7][CH2:6][C:5]3[CH:4]=[CH:3][C:2]([F:1])=[CH:42][CH:41]=3)=[CH:16][CH:17]=2)(=[O:23])=[O:22])=[CH:26][C:27]=1[O:39][CH3:40]. The yield is 0.790.